Dataset: Forward reaction prediction with 1.9M reactions from USPTO patents (1976-2016). Task: Predict the product of the given reaction. (1) Given the reactants [Cl:1][C:2]1[CH:3]=[CH:4][C:5]([N:36]2[CH:40]=[N:39][N:38]=[N:37]2)=[C:6]([C:8]2[CH:16]=[C:15]3[N:11]([C@H:12]([C:17]4[NH:18][C:19]([C:22]5[CH:34]=[CH:33][C:25]6[O:26]C(C)(C)[O:28][C:29](=[O:30])[C:24]=6[CH:23]=5)=[CH:20][N:21]=4)[CH2:13][CH2:14]3)[C:10](=[O:35])[CH:9]=2)[CH:7]=1.Cl.O, predict the reaction product. The product is: [Cl:1][C:2]1[CH:3]=[CH:4][C:5]([N:36]2[CH:40]=[N:39][N:38]=[N:37]2)=[C:6]([C:8]2[CH:16]=[C:15]3[N:11]([C@H:12]([C:17]4[NH:18][C:19]([C:22]5[CH:34]=[CH:33][C:25]([OH:26])=[C:24]([CH:23]=5)[C:29]([OH:30])=[O:28])=[CH:20][N:21]=4)[CH2:13][CH2:14]3)[C:10](=[O:35])[CH:9]=2)[CH:7]=1. (2) The product is: [CH:31]1([NH:37][C:3]([C:4]2[CH:10]=[C:11]([C:13]3[CH:18]=[CH:17][CH:16]=[CH:15][C:14]=3[O:19][C:20]([F:23])([F:22])[F:21])[N:30]([CH2:24][C@H:25]3[CH2:26][CH2:27][CH2:28][O:29]3)[C:5]=2[CH3:6])=[O:2])[CH2:36][CH2:35][CH2:34][CH2:33][CH2:32]1. Given the reactants C[O:2][C:3](=O)[CH2:4][C:5](=O)[CH3:6].Br[CH2:10][C:11]([C:13]1[CH:18]=[CH:17][CH:16]=[CH:15][C:14]=1[O:19][C:20]([F:23])([F:22])[F:21])=O.[CH2:24]([NH2:30])[C@@H:25]1[O:29][CH2:28][CH2:27][CH2:26]1.[CH:31]1([NH2:37])[CH2:36][CH2:35][CH2:34][CH2:33][CH2:32]1, predict the reaction product. (3) Given the reactants [NH2:1][CH2:2][CH2:3][C:4]([O:6][CH3:7])=[O:5].[F:8][C:9]([F:25])([F:24])[C:10]1[O:14][N:13]=[C:12]([C:15]2[CH:16]=[C:17]([CH:21]=[CH:22][CH:23]=2)[C:18](O)=[O:19])[N:11]=1, predict the reaction product. The product is: [F:24][C:9]([F:8])([F:25])[C:10]1[O:14][N:13]=[C:12]([C:15]2[CH:16]=[C:17]([CH:21]=[CH:22][CH:23]=2)[C:18]([NH:1][CH2:2][CH2:3][C:4]([O:6][CH3:7])=[O:5])=[O:19])[N:11]=1. (4) Given the reactants [C:1]([C:3]1[CH:4]=[C:5]([C:24]2[CH:29]=[CH:28][C:27](C(O)=O)=[C:26]([F:33])C=2)[CH:6]=[CH:7][C:8]=1[O:9][CH2:10][CH:11]1[CH2:16][CH2:15][N:14]([CH2:17][C:18]([CH2:22][CH3:23])([F:21])[CH2:19][CH3:20])[CH2:13][CH2:12]1)#[N:2].[NH:34]1[CH2:38][CH2:37][CH2:36][C@H:35]1[C:39]([NH2:41])=[O:40].[CH2:42](Cl)[CH2:43]Cl.C1C=CC2N([OH:55])N=NC=2C=1.CCN(C(C)C)C(C)C, predict the reaction product. The product is: [C:1]([C:3]1[CH:4]=[C:5]([C:24]2[C:42]([C:43]([N:34]3[CH2:38][CH2:37][CH2:36][C@H:35]3[C:39]([NH2:41])=[O:40])=[O:55])=[C:26]([F:33])[CH:27]=[CH:28][CH:29]=2)[CH:6]=[CH:7][C:8]=1[O:9][CH2:10][CH:11]1[CH2:12][CH2:13][N:14]([CH2:17][C:18]([CH2:22][CH3:23])([F:21])[CH2:19][CH3:20])[CH2:15][CH2:16]1)#[N:2]. (5) Given the reactants [CH2:1]([O:3][C:4](=[O:18])[CH:5]([O:15][CH2:16][CH3:17])[CH2:6][C:7]1[CH:12]=[CH:11][C:10]([OH:13])=[CH:9][C:8]=1[CH3:14])[CH3:2].[CH:19]1([CH:24]([C:26]2[S:30][C:29]([C:31]3[CH:36]=[CH:35][C:34]([C:37]([F:40])([F:39])[F:38])=[CH:33][CH:32]=3)=[N:28][C:27]=2[CH3:41])O)[CH2:23][CH2:22][CH2:21][CH2:20]1.C(P(CCCC)CCCC)CCC.CN(C)C(N=NC(N(C)C)=O)=O, predict the reaction product. The product is: [CH2:1]([O:3][C:4](=[O:18])[CH:5]([O:15][CH2:16][CH3:17])[CH2:6][C:7]1[CH:12]=[CH:11][C:10]([O:13][CH:24]([CH:19]2[CH2:23][CH2:22][CH2:21][CH2:20]2)[C:26]2[S:30][C:29]([C:31]3[CH:32]=[CH:33][C:34]([C:37]([F:39])([F:40])[F:38])=[CH:35][CH:36]=3)=[N:28][C:27]=2[CH3:41])=[CH:9][C:8]=1[CH3:14])[CH3:2]. (6) Given the reactants [Cl:1][C:2]1[CH:7]=[C:6](I)[CH:5]=[C:4]([Cl:9])[CH:3]=1.[C:10]([O:14][CH3:15])(=[O:13])[CH:11]=[CH2:12].C(N(CC)CC)C, predict the reaction product. The product is: [Cl:1][C:2]1[CH:7]=[C:6](/[CH:12]=[CH:11]/[C:10]([O:14][CH3:15])=[O:13])[CH:5]=[C:4]([Cl:9])[CH:3]=1. (7) Given the reactants Cl[CH2:2][CH2:3][O:4][C:5]1[CH:10]=[CH:9][C:8]([N+:11]([O-:13])=[O:12])=[C:7]([CH3:14])[CH:6]=1.[CH3:15][N:16]1[CH2:21][CH2:20][NH:19][CH2:18][CH2:17]1.C(=O)([O-])[O-].[K+].[K+], predict the reaction product. The product is: [CH3:15][N:16]1[CH2:21][CH2:20][N:19]([CH2:2][CH2:3][O:4][C:5]2[CH:10]=[CH:9][C:8]([N+:11]([O-:13])=[O:12])=[C:7]([CH3:14])[CH:6]=2)[CH2:18][CH2:17]1. (8) Given the reactants [C:1]([O:5][C:6](=[O:28])[NH:7][C:8]1[C@:9]([CH3:27])([C:23]([F:26])([F:25])[F:24])[O:10][CH2:11][C@:12]([C:15]2[CH:20]=[C:19]([NH2:21])[CH:18]=[CH:17][C:16]=2[F:22])([CH3:14])[N:13]=1)([CH3:4])([CH3:3])[CH3:2].[C:29]([C:31]1[CH:32]=[C:33]([CH3:40])[C:34]([C:37](O)=[O:38])=[N:35][CH:36]=1)#[N:30].CCN=C=NCCCN(C)C.Cl.C1C=NC2N(O)N=NC=2C=1.CCN(C(C)C)C(C)C, predict the reaction product. The product is: [C:1]([O:5][C:6](=[O:28])[NH:7][C:8]1[C@:9]([CH3:27])([C:23]([F:26])([F:25])[F:24])[O:10][CH2:11][C@:12]([C:15]2[CH:20]=[C:19]([NH:21][C:37]([C:34]3[C:33]([CH3:40])=[CH:32][C:31]([C:29]#[N:30])=[CH:36][N:35]=3)=[O:38])[CH:18]=[CH:17][C:16]=2[F:22])([CH3:14])[N:13]=1)([CH3:2])([CH3:3])[CH3:4]. (9) Given the reactants C[O:2][C:3](=[O:33])[C:4]1[CH:9]=[C:8]([O:10][CH3:11])[CH:7]=[CH:6][C:5]=1[N:12]1[C:16]2[C:17](=[O:28])[N:18]([C:21]3[CH:26]=[CH:25][C:24]([I:27])=[CH:23][CH:22]=3)[CH2:19][CH2:20][C:15]=2[C:14]([C:29]([F:32])([F:31])[F:30])=[N:13]1.[OH-].[Na+].Cl, predict the reaction product. The product is: [I:27][C:24]1[CH:23]=[CH:22][C:21]([N:18]2[CH2:19][CH2:20][C:15]3[C:14]([C:29]([F:30])([F:32])[F:31])=[N:13][N:12]([C:5]4[CH:6]=[CH:7][C:8]([O:10][CH3:11])=[CH:9][C:4]=4[C:3]([NH:12][C:16]4[CH:17]=[N:18][CH:19]=[CH:20][CH:15]=4)=[O:33])[C:16]=3[C:17]2=[O:28])=[CH:26][CH:25]=1.[I:27][C:24]1[CH:25]=[CH:26][C:21]([N:18]2[CH2:19][CH2:20][C:15]3[C:14]([C:29]([F:31])([F:32])[F:30])=[N:13][N:12]([C:5]4[CH:6]=[CH:7][C:8]([O:10][CH3:11])=[CH:9][C:4]=4[C:3]([OH:33])=[O:2])[C:16]=3[C:17]2=[O:28])=[CH:22][CH:23]=1. (10) Given the reactants [O:1]1[CH:5]=[CH:4][C:3]([C:6]2[N:10]3[N:11]=[C:12]([O:19][CH2:20][C:21](F)(F)F)[C:13]4[C:18]([C:9]3=[N:8][N:7]=2)=[CH:17][CH:16]=[CH:15][CH:14]=4)=[N:2]1.[CH3:25][N:26]([CH3:36])[CH2:27][CH2:28][N:29]1C(CO)=[N:32][CH:31]=[N:30]1, predict the reaction product. The product is: [O:1]1[CH:5]=[CH:4][C:3]([C:6]2[N:10]3[N:11]=[C:12]([O:19][CH2:20][C:21]4[N:29]([CH2:28][CH2:27][N:26]([CH3:36])[CH3:25])[N:30]=[CH:31][N:32]=4)[C:13]4[C:18]([C:9]3=[N:8][N:7]=2)=[CH:17][CH:16]=[CH:15][CH:14]=4)=[N:2]1.